This data is from Catalyst prediction with 721,799 reactions and 888 catalyst types from USPTO. The task is: Predict which catalyst facilitates the given reaction. (1) Reactant: [C:1]([Cl:6])(=O)[C:2](Cl)=O.ClCCl.[F:10][C:11]1[CH:12]=[C:13]2[C:18](=[C:19]([F:21])[CH:20]=1)[NH:17]C(=O)C=[CH:14]2.C([O-])(O)=O.[Na+]. Product: [Cl:6][C:1]1[CH:2]=[CH:14][C:13]2[C:18](=[C:19]([F:21])[CH:20]=[C:11]([F:10])[CH:12]=2)[N:17]=1. The catalyst class is: 825. (2) Reactant: [CH3:1][N:2]([CH2:4][C:5]1[CH:10]=[CH:9][C:8]([C:11]2[C:20]3[C:15](=[CH:16][CH:17]=[CH:18][C:19]=3[OH:21])[C:14]([O:22]C)=[N:13][CH:12]=2)=[CH:7][CH:6]=1)[CH3:3].Br.O. Product: [CH3:3][N:2]([CH2:4][C:5]1[CH:6]=[CH:7][C:8]([C:11]2[C:20]3[C:15](=[CH:16][CH:17]=[CH:18][C:19]=3[OH:21])[C:14](=[O:22])[NH:13][CH:12]=2)=[CH:9][CH:10]=1)[CH3:1]. The catalyst class is: 15. (3) Reactant: C[O:2][C:3](=[O:33])[CH2:4][O:5][C:6]1[CH:15]=[CH:14][C:13]([F:16])=[C:12]2[C:7]=1[C:8]([CH3:32])=[C:9]([CH2:20][C:21]1[CH:26]=[CH:25][C:24]([N:27]3[CH:31]=[CH:30][CH:29]=[N:28]3)=[CH:23][CH:22]=1)[C:10]([CH:17]([CH3:19])[CH3:18])=[N:11]2.[OH-].[Li+].Cl. Product: [F:16][C:13]1[CH:14]=[CH:15][C:6]([O:5][CH2:4][C:3]([OH:33])=[O:2])=[C:7]2[C:12]=1[N:11]=[C:10]([CH:17]([CH3:18])[CH3:19])[C:9]([CH2:20][C:21]1[CH:26]=[CH:25][C:24]([N:27]3[CH:31]=[CH:30][CH:29]=[N:28]3)=[CH:23][CH:22]=1)=[C:8]2[CH3:32]. The catalyst class is: 30. (4) Reactant: [N+:1]([C:4]1[CH:5]=[CH:6][C:7]2[N:11]=[C:10]3[NH:12][CH2:13][CH2:14][N:9]3[C:8]=2[CH:15]=1)([O-])=O.C([O-])=O.[NH4+]. Product: [NH2:1][C:4]1[CH:5]=[CH:6][C:7]2[N:11]=[C:10]3[NH:12][CH2:13][CH2:14][N:9]3[C:8]=2[CH:15]=1. The catalyst class is: 19.